Binary Classification. Given a T-cell receptor sequence (or CDR3 region) and an epitope sequence, predict whether binding occurs between them. From a dataset of TCR-epitope binding with 47,182 pairs between 192 epitopes and 23,139 TCRs. (1) The epitope is TEKSNIIRGW. The TCR CDR3 sequence is CAINRDRESDQYF. Result: 0 (the TCR does not bind to the epitope). (2) The epitope is KAYNVTQAF. The TCR CDR3 sequence is CASSPLAGGTDTQYF. Result: 1 (the TCR binds to the epitope).